From a dataset of Peptide-MHC class I binding affinity with 185,985 pairs from IEDB/IMGT. Regression. Given a peptide amino acid sequence and an MHC pseudo amino acid sequence, predict their binding affinity value. This is MHC class I binding data. (1) The binding affinity (normalized) is 0.103. The MHC is HLA-B07:02 with pseudo-sequence HLA-B07:02. The peptide sequence is YPLTFGWCF. (2) The peptide sequence is MSRKLHRYI. The MHC is HLA-B51:01 with pseudo-sequence HLA-B51:01. The binding affinity (normalized) is 0.0847. (3) The peptide sequence is SAGAGVLDK. The MHC is HLA-A11:01 with pseudo-sequence HLA-A11:01. The binding affinity (normalized) is 0.468.